Dataset: Forward reaction prediction with 1.9M reactions from USPTO patents (1976-2016). Task: Predict the product of the given reaction. (1) The product is: [Cl:1][C:2]1[CH:3]=[CH:4][C:5]([OH:11])=[C:6]([CH:10]=1)[C:7]([NH:19][C:18]1[CH:20]=[CH:21][C:15]([N+:12]([O-:14])=[O:13])=[C:16]([C:22]([F:23])([F:24])[F:25])[CH:17]=1)=[O:9]. Given the reactants [Cl:1][C:2]1[CH:10]=[C:6]([C:7]([OH:9])=O)[C:5]([OH:11])=[CH:4][CH:3]=1.[N+:12]([C:15]1[CH:21]=[CH:20][C:18]([NH2:19])=[CH:17][C:16]=1[C:22]([F:25])([F:24])[F:23])([O-:14])=[O:13], predict the reaction product. (2) Given the reactants [OH:1][C:2]1[CH:11]=[C:10]([O:12]C)[C:9]([Cl:14])=[CH:8][C:3]=1[C:4]([O:6]C)=[O:5].[Cl-].[Cl-].[Cl-].[Al+3], predict the reaction product. The product is: [Cl:14][C:9]1[C:10]([OH:12])=[CH:11][C:2]([OH:1])=[C:3]([CH:8]=1)[C:4]([OH:6])=[O:5]. (3) Given the reactants [CH2:1]([O:3][C:4](=[O:14])[C:5](O)=[CH:6][C:7](=[O:12])[C:8]([CH3:11])([CH3:10])[CH3:9])[CH3:2].Cl.[NH2:16]O, predict the reaction product. The product is: [CH2:1]([O:3][C:4]([C:5]1[CH:6]=[C:7]([C:8]([CH3:11])([CH3:10])[CH3:9])[O:12][N:16]=1)=[O:14])[CH3:2]. (4) Given the reactants [C:1]1([C:7]2[S:11][C:10]([CH2:12][CH2:13][NH2:14])=[N:9][CH:8]=2)[CH:6]=[CH:5][CH:4]=[CH:3][CH:2]=1.[F:15][C:16]([F:32])([F:31])[C:17]1[O:21][N:20]=[C:19]([C:22]2[CH:23]=[C:24]([CH:28]=[CH:29][CH:30]=2)[C:25](O)=[O:26])[N:18]=1, predict the reaction product. The product is: [C:1]1([C:7]2[S:11][C:10]([CH2:12][CH2:13][NH:14][C:25](=[O:26])[C:24]3[CH:28]=[CH:29][CH:30]=[C:22]([C:19]4[N:18]=[C:17]([C:16]([F:32])([F:31])[F:15])[O:21][N:20]=4)[CH:23]=3)=[N:9][CH:8]=2)[CH:2]=[CH:3][CH:4]=[CH:5][CH:6]=1.